This data is from NCI-60 drug combinations with 297,098 pairs across 59 cell lines. The task is: Regression. Given two drug SMILES strings and cell line genomic features, predict the synergy score measuring deviation from expected non-interaction effect. (1) Drug 1: CC1=C2C(C(=O)C3(C(CC4C(C3C(C(C2(C)C)(CC1OC(=O)C(C(C5=CC=CC=C5)NC(=O)C6=CC=CC=C6)O)O)OC(=O)C7=CC=CC=C7)(CO4)OC(=O)C)O)C)OC(=O)C. Drug 2: CC1C(C(CC(O1)OC2CC(OC(C2O)C)OC3=CC4=CC5=C(C(=O)C(C(C5)C(C(=O)C(C(C)O)O)OC)OC6CC(C(C(O6)C)O)OC7CC(C(C(O7)C)O)OC8CC(C(C(O8)C)O)(C)O)C(=C4C(=C3C)O)O)O)O. Cell line: MALME-3M. Synergy scores: CSS=45.2, Synergy_ZIP=-4.03, Synergy_Bliss=1.61, Synergy_Loewe=-4.63, Synergy_HSA=2.07. (2) Drug 1: COC1=CC(=CC(=C1O)OC)C2C3C(COC3=O)C(C4=CC5=C(C=C24)OCO5)OC6C(C(C7C(O6)COC(O7)C8=CC=CS8)O)O. Drug 2: C1CN(P(=O)(OC1)NCCCl)CCCl. Cell line: A498. Synergy scores: CSS=29.7, Synergy_ZIP=3.06, Synergy_Bliss=4.10, Synergy_Loewe=-25.5, Synergy_HSA=3.37. (3) Drug 1: CC1=CC=C(C=C1)C2=CC(=NN2C3=CC=C(C=C3)S(=O)(=O)N)C(F)(F)F. Drug 2: CS(=O)(=O)OCCCCOS(=O)(=O)C. Cell line: KM12. Synergy scores: CSS=-1.10, Synergy_ZIP=1.26, Synergy_Bliss=0.995, Synergy_Loewe=-3.15, Synergy_HSA=-2.56. (4) Drug 1: CC1C(C(=O)NC(C(=O)N2CCCC2C(=O)N(CC(=O)N(C(C(=O)O1)C(C)C)C)C)C(C)C)NC(=O)C3=C4C(=C(C=C3)C)OC5=C(C(=O)C(=C(C5=N4)C(=O)NC6C(OC(=O)C(N(C(=O)CN(C(=O)C7CCCN7C(=O)C(NC6=O)C(C)C)C)C)C(C)C)C)N)C. Drug 2: C#CCC(CC1=CN=C2C(=N1)C(=NC(=N2)N)N)C3=CC=C(C=C3)C(=O)NC(CCC(=O)O)C(=O)O. Cell line: U251. Synergy scores: CSS=48.4, Synergy_ZIP=5.24, Synergy_Bliss=4.35, Synergy_Loewe=-10.2, Synergy_HSA=3.91. (5) Drug 1: C1CCC(CC1)NC(=O)N(CCCl)N=O. Drug 2: CN(C)N=NC1=C(NC=N1)C(=O)N. Cell line: CCRF-CEM. Synergy scores: CSS=24.6, Synergy_ZIP=-9.16, Synergy_Bliss=-12.8, Synergy_Loewe=-12.7, Synergy_HSA=-10.2.